Dataset: Experimentally validated miRNA-target interactions with 360,000+ pairs, plus equal number of negative samples. Task: Binary Classification. Given a miRNA mature sequence and a target amino acid sequence, predict their likelihood of interaction. (1) The miRNA is hsa-miR-659-3p with sequence CUUGGUUCAGGGAGGGUCCCCA. The protein sequence of the target gene is MQLQVFWTGLEYTCRLLGITTAAVLIGVGTETFLQGQFKSLAFYLLFTGAAVSICEGAYFVAQLLAICFQCQPGSLADRVREKAHWLGCFQKFLAYLLLSVACFLHPVLVWHVTIPGSMLIITGLAYFLLSKRKKRKAAPEVLASPEQYTDPSSSAVSTTGSGDTEQTYTFHGALKEGPSSLFIHMKSILKGTKKPSALQPPNTLMELSLEPADSLAKKKQVHFEDNLVRIVPSLAEGLDDGDSEPEETTSDTTPIIPPPQAPLFLSSLTATGLF. Result: 0 (no interaction). (2) The miRNA is hsa-miR-194-5p with sequence UGUAACAGCAACUCCAUGUGGA. The protein sequence of the target gene is MGGKQSTAARSRGPFPGVSTDDSAVPPPGGAPHFGHYRTGGGAMGLRSRSVSSVAGMGMDPSTAGGVPFGLYTPASRGTGDSERAPGGGGSASDSTYAHGNGYQETGGGHHRDGMLYLGSRASLADALPLHIAPRWFSSHSGFKCPICSKSVASDEMEMHFIMCLSKPRLSYNDDVLTKDAGECVICLEELLQGDTIARLPCLCIYHKSCIDSWFEVNRSCPEHPAD. Result: 0 (no interaction). (3) The miRNA is mmu-miR-544-5p with sequence UCUUGUUAAAAAGCAGAGUCU. The protein sequence of the target gene is MKRLGSVQRKMPCVFVTEVKAEPSAKREHQPFKVLATETLSEKALDADVYNAVATEKVDGTCCYVTNYKGQPYLWARLDRKPNKQADKRFKKFLHSKESAKEFHWNTEEDFKPVPECWIPAKEIEKQNGKPVPDENGHIPGWVPVEKGSKQYCWHSSVVNYEFGIALVLRHHPDDPGVLEISAVPLSELLEQTLELIGTSINGNPYGLGSKKSPLHFLTPHGAFQVRNLPTLKHNDLLSWFEDCREGQIEGIVWHCGDGCLIKVHRHHLGLCWPLPDTYMNSKPVIINMNLNLNNYDCAF.... Result: 1 (interaction). (4) The miRNA is hsa-miR-548ak with sequence AAAAGUAACUGCGGUUUUUGA. The protein sequence of the target gene is MAVFHDMLLQPLGMFLCLSLQLSSATFIRYSSTCFTFDEYYTITLDIKASSHIYESNAVYSVFVPVNDSVYAVVMKTLDENSDSAGLWQRADKNCYSNSTYYVKDQYMTVLEAQWQAPEPENITEVEIQAFTVQIRALPILSTLKLREKLSTLALAAKIPQSSAFKPFFMITPKSIRLEGLANQVFSSPITEAIYILLAFLTSTLLF. Result: 1 (interaction). (5) The miRNA is hsa-miR-136-3p with sequence CAUCAUCGUCUCAAAUGAGUCU. The protein sequence of the target gene is MQAIKCVVVGDGAVGKTCLLISYTTNAFPGEYIPTVFDNYSANVMVDSKPVNLGLWDTAGQEDYDRLRPLSYPQTDVFLICFSLVSPASYENVRAKWFPEVRHHCPSTPIILVGTKLDLRDDKDTIEKLKEKKLAPITYPQGLALAKEIDSVKYLECSALTQRGLKTVFDEAIRAVLCPQPTRQQKRACSLL. Result: 0 (no interaction). (6) The miRNA is rno-miR-351-3p with sequence GGUCAAGAGGCGCCUGGGAAC. The protein sequence of the target gene is MDTQKDVQPPKQQPMIYICGECHTENEIKSRDPIRCRECGYRIMYKKRTKRLVVFDAR. Result: 0 (no interaction).